From a dataset of Catalyst prediction with 721,799 reactions and 888 catalyst types from USPTO. Predict which catalyst facilitates the given reaction. (1) Reactant: [CH3:1][O:2][CH2:3][C@H:4]1[CH2:8][CH2:7][CH2:6][N:5]1[S:9]([C:12]1[CH:13]=[C:14]2[C:18](=[CH:19][CH:20]=1)[NH:17][C:16](=[O:21])[C:15]2=[O:22])(=[O:11])=[O:10].[CH2:23](O)[CH2:24][CH2:25][OH:26].C1(C)C=CC(S(O)(=O)=O)=CC=1. Product: [CH3:1][O:2][CH2:3][C@H:4]1[CH2:8][CH2:7][CH2:6][N:5]1[S:9]([C:12]1[CH:13]=[C:14]2[C:18](=[CH:19][CH:20]=1)[NH:17][C:16](=[O:21])[C:15]12[O:26][CH2:25][CH2:24][CH2:23][O:22]1)(=[O:11])=[O:10]. The catalyst class is: 48. (2) Reactant: [NH:1]([C:7]([O:9][C:10]([CH3:13])([CH3:12])[CH3:11])=[O:8])[C@H:2]([C:4]([OH:6])=O)[CH3:3].C1[CH:15]=[CH:16][C:17]2N(O)N=[N:20][C:18]=2C=1.CN(C(ON1N=NC2C=CC=CC1=2)=[N+](C)C)C.F[P-](F)(F)(F)(F)F.CCN(C(C)C)C(C)C. Product: [CH2:18]([NH:20][C:4](=[O:6])[C@@H:2]([NH:1][C:7](=[O:8])[O:9][C:10]([CH3:13])([CH3:12])[CH3:11])[CH3:3])[CH2:17][CH:16]=[CH2:15]. The catalyst class is: 18. (3) Reactant: [CH:1]([C:3]1[O:7][C:6]([C:8]2[CH:16]=[CH:15][CH:14]=[CH:13][C:9]=2[C:10]([OH:12])=[O:11])=[CH:5][CH:4]=1)=O.[S:17]1[CH2:23][C:21](=[O:22])[NH:20][C:18]1=[S:19].N1CCCCC1. Product: [O:22]=[C:21]1[C:23](=[CH:1][C:3]2[O:7][C:6]([C:8]3[CH:16]=[CH:15][CH:14]=[CH:13][C:9]=3[C:10]([OH:12])=[O:11])=[CH:5][CH:4]=2)[S:17][C:18](=[S:19])[NH:20]1. The catalyst class is: 14. (4) The catalyst class is: 105. Reactant: [C:1]([O:5][C:6]([N:8]1[CH2:15][CH2:14][CH:13]2[CH:10]([N:11]([C@@H](C3C=CC=CC=3)C)[CH2:12]2)[CH2:9]1)=[O:7])([CH3:4])([CH3:3])[CH3:2]. Product: [C:1]([O:5][C:6]([N:8]1[CH2:15][CH2:14][C@@H:13]2[C@@H:10]([NH:11][CH2:12]2)[CH2:9]1)=[O:7])([CH3:4])([CH3:2])[CH3:3]. (5) The catalyst class is: 46. Reactant: [NH2:1][CH2:2][C:3]([CH3:7])([CH3:6])[CH2:4][OH:5].CN(C1C=CC=CN=1)C.C(N(CC)CC)C.[Si:24](Cl)([C:37]([CH3:40])([CH3:39])[CH3:38])([C:31]1[CH:36]=[CH:35][CH:34]=[CH:33][CH:32]=1)[C:25]1[CH:30]=[CH:29][CH:28]=[CH:27][CH:26]=1. Product: [O:5]([CH2:4][C:3]([CH3:7])([CH3:6])[CH2:2][NH2:1])[Si:24]([C:37]([CH3:40])([CH3:39])[CH3:38])([C:31]1[CH:32]=[CH:33][CH:34]=[CH:35][CH:36]=1)[C:25]1[CH:30]=[CH:29][CH:28]=[CH:27][CH:26]=1.